Dataset: Peptide-MHC class I binding affinity with 185,985 pairs from IEDB/IMGT. Task: Regression. Given a peptide amino acid sequence and an MHC pseudo amino acid sequence, predict their binding affinity value. This is MHC class I binding data. (1) The peptide sequence is ETKGKRRLL. The MHC is HLA-A11:01 with pseudo-sequence YYAMYQENVAQTDVDTLYIIYRDYTWAAQAYRWY. The binding affinity (normalized) is 0.0847. (2) The peptide sequence is IQRDQVTDY. The MHC is HLA-B15:01 with pseudo-sequence HLA-B15:01. The binding affinity (normalized) is 0.494. (3) The peptide sequence is PLHILASNK. The MHC is HLA-A03:01 with pseudo-sequence HLA-A03:01. The binding affinity (normalized) is 0.530.